This data is from Full USPTO retrosynthesis dataset with 1.9M reactions from patents (1976-2016). The task is: Predict the reactants needed to synthesize the given product. (1) Given the product [Br:1][C:2]1[CH:3]=[C:4]([C:5](=[O:6])[CH3:15])[CH:11]=[CH:12][C:13]=1[F:14], predict the reactants needed to synthesize it. The reactants are: [Br:1][C:2]1[CH:3]=[C:4]([CH:11]=[CH:12][C:13]=1[F:14])[C:5](N(OC)C)=[O:6].[CH3:15][Mg]Cl. (2) Given the product [C:1]([O:5][C:6]([N:8]1[CH2:13][CH2:12][N:11]([C:14]2[N:19]=[C:18]([C:20]3[CH:25]=[CH:24][N:23]=[C:22]([NH:43][CH:37]4[CH2:42][CH2:41][CH2:40][CH2:39][CH2:38]4)[CH:21]=3)[CH:17]=[C:16]([S:27]([CH3:30])(=[O:29])=[O:28])[CH:15]=2)[CH2:10][CH2:9]1)=[O:7])([CH3:4])([CH3:3])[CH3:2], predict the reactants needed to synthesize it. The reactants are: [C:1]([O:5][C:6]([N:8]1[CH2:13][CH2:12][N:11]([C:14]2[N:19]=[C:18]([C:20]3[CH:25]=[CH:24][N:23]=[C:22](Cl)[CH:21]=3)[CH:17]=[C:16]([S:27]([CH3:30])(=[O:29])=[O:28])[CH:15]=2)[CH2:10][CH2:9]1)=[O:7])([CH3:4])([CH3:3])[CH3:2].CC([O-])(C)C.[Na+].[CH:37]1([NH2:43])[CH2:42][CH2:41][CH2:40][CH2:39][CH2:38]1.